Dataset: Full USPTO retrosynthesis dataset with 1.9M reactions from patents (1976-2016). Task: Predict the reactants needed to synthesize the given product. Given the product [C:1]([O:5][C:6](=[O:36])[CH2:7][O:8][C:9]1[CH:14]=[CH:13][C:12]([C:15]2[C:72]([CH3:71])=[N:68][N:17]([CH3:18])[C:16]=2[CH3:21])=[CH:11][C:10]=1[C:22]#[C:23][C:24]1[CH:29]=[CH:28][CH:27]=[C:26]([S:30]([CH2:33][CH2:34][CH3:35])(=[O:32])=[O:31])[CH:25]=1)([CH3:2])([CH3:4])[CH3:3], predict the reactants needed to synthesize it. The reactants are: [C:1]([O:5][C:6](=[O:36])[CH2:7][O:8][C:9]1[CH:14]=[CH:13][C:12]([C:15]2S[C:18](C)=[N:17][C:16]=2[CH3:21])=[CH:11][C:10]=1[C:22]#[C:23][C:24]1[CH:29]=[CH:28][CH:27]=[C:26]([S:30]([CH2:33][CH2:34][CH3:35])(=[O:32])=[O:31])[CH:25]=1)([CH3:4])([CH3:3])[CH3:2].C(OC(=O)COC1C=CC(Br)=CC=1C#CC1C=CC=C(S(CCC)(=O)=O)C=1)(C)(C)C.C[N:68]1[C:72](C)=[C:71](B(O)O)C(C)=N1.